Predict the reactants needed to synthesize the given product. From a dataset of Retrosynthesis with 50K atom-mapped reactions and 10 reaction types from USPTO. Given the product CC(C)(N)CCS(=O)(=O)CCOCCOCCO, predict the reactants needed to synthesize it. The reactants are: CC(C)(CCS(=O)(=O)CCOCCOCCO)NC(=O)OCc1ccccc1.